Dataset: Reaction yield outcomes from USPTO patents with 853,638 reactions. Task: Predict the reaction yield, written as a fraction of the theoretical maximum amount of product (1.0 means a 100% yield; for example, 0.34 means a 34% yield). (1) The reactants are FC(F)(F)C(O)=O.C(OC([N:15]1[CH2:19][CH2:18][CH2:17][C@H:16]1[C:20]([N:22]1[CH2:26][CH2:25][C@@H:24]([F:27])[CH2:23]1)=[O:21])=O)(C)(C)C. The catalyst is ClCCl. The product is [F:27][C@@H:24]1[CH2:25][CH2:26][N:22]([C:20]([C@@H:16]2[CH2:17][CH2:18][CH2:19][NH:15]2)=[O:21])[CH2:23]1. The yield is 0.890. (2) The reactants are [NH2:1][C:2]1[S:3][C:4]([C:12]([F:15])([F:14])[F:13])=[C:5]([C:7]([NH:9][CH2:10][CH3:11])=[O:8])[N:6]=1.[Cl:16][CH2:17][C:18](=O)[CH2:19][C:20](OCC)=[O:21]. No catalyst specified. The product is [Cl:16][CH2:17][C:18]1[N:1]=[C:2]2[S:3][C:4]([C:12]([F:15])([F:13])[F:14])=[C:5]([C:7]([NH:9][CH2:10][CH3:11])=[O:8])[N:6]2[C:20](=[O:21])[CH:19]=1. The yield is 0.560. (3) The reactants are [CH3:1][N:2]=[C:3]=[S:4].CCN(CC)CC.[Cl:12][C:13]1[CH:14]=[C:15]([C:19]2[N:23]=[C:22]([CH:24]3[CH2:29][O:28][CH2:27][CH2:26][NH:25]3)[O:21][N:20]=2)[CH:16]=[CH:17][CH:18]=1. The catalyst is C(Cl)Cl. The product is [CH3:1][NH:2][C:3]([N:25]1[CH2:26][CH2:27][O:28][CH2:29][CH:24]1[C:22]1[O:21][N:20]=[C:19]([C:15]2[CH:16]=[CH:17][CH:18]=[C:13]([Cl:12])[CH:14]=2)[N:23]=1)=[S:4]. The yield is 0.840. (4) The reactants are [CH3:1][O:2][C:3]1[CH:8]=[CH:7][C:6]([C:9]2[CH:17]=[CH:16][CH:15]=[C:14]3[C:10]=2[CH2:11][C:12](=[O:18])[NH:13]3)=[CH:5][CH:4]=1.[CH3:19][C@H:20]1[NH:25][C@@H:24]([CH3:26])[CH2:23][N:22]([C:27]([C:29]2[C:30]([CH3:36])=[C:31]([CH:34]=O)[NH:32][CH:33]=2)=[O:28])[CH2:21]1. The catalyst is C(O)C.N1CCCCC1. The product is [CH3:26][C@H:24]1[NH:25][C@@H:20]([CH3:19])[CH2:21][N:22]([C:27]([C:29]2[C:30]([CH3:36])=[C:31]([CH:34]=[C:11]3[C:10]4[C:14](=[CH:15][CH:16]=[CH:17][C:9]=4[C:6]4[CH:7]=[CH:8][C:3]([O:2][CH3:1])=[CH:4][CH:5]=4)[NH:13][C:12]3=[O:18])[NH:32][CH:33]=2)=[O:28])[CH2:23]1. The yield is 0.630. (5) The reactants are [NH:1]1[CH2:6][CH2:5]OC[CH2:2]1.[CH2:7]=O.[NH2:9][C:10]1[C:15]2=[C:16]([C:20]3[CH:25]=[CH:24][C:23]([NH:26][C:27]([NH:29][C:30]4[CH:35]=[C:34]([C:36]([F:39])([F:38])[F:37])[CH:33]=[CH:32][N:31]=4)=[O:28])=[C:22]([F:40])[CH:21]=3)[C:17]([CH3:19])=[CH:18][N:14]2[N:13]=[CH:12][N:11]=1.[CH3:41][C:42]([OH:44])=O. The catalyst is CCOC(C)=O. The product is [NH2:9][C:10]1[C:15]2=[C:16]([C:20]3[CH:25]=[CH:24][C:23]([NH:26][C:27]([NH:29][C:30]4[CH:35]=[C:34]([C:36]([F:38])([F:37])[F:39])[CH:33]=[CH:32][N:31]=4)=[O:28])=[C:22]([F:40])[CH:21]=3)[C:17]([CH3:19])=[C:18]([CH2:7][N:1]3[CH2:2][CH2:41][CH2:42][O:44][CH2:5][CH2:6]3)[N:14]2[N:13]=[CH:12][N:11]=1. The yield is 0.340.